From a dataset of Reaction yield outcomes from USPTO patents with 853,638 reactions. Predict the reaction yield, written as a fraction of the theoretical maximum amount of product (1.0 means a 100% yield; for example, 0.34 means a 34% yield). The reactants are Br[C:2]1[S:3][C:4](Br)=[C:5]([Br:13])[C:6]=1[CH2:7][CH2:8][CH2:9][CH2:10][CH2:11][CH3:12].C1COCC1.C([Li])CCC. The catalyst is O. The product is [Br:13][C:5]1[C:6]([CH2:7][CH2:8][CH2:9][CH2:10][CH2:11][CH3:12])=[CH:2][S:3][CH:4]=1. The yield is 0.826.